Task: Regression. Given two drug SMILES strings and cell line genomic features, predict the synergy score measuring deviation from expected non-interaction effect.. Dataset: NCI-60 drug combinations with 297,098 pairs across 59 cell lines Drug 1: CS(=O)(=O)C1=CC(=C(C=C1)C(=O)NC2=CC(=C(C=C2)Cl)C3=CC=CC=N3)Cl. Drug 2: C1=C(C(=O)NC(=O)N1)N(CCCl)CCCl. Cell line: KM12. Synergy scores: CSS=28.0, Synergy_ZIP=-7.58, Synergy_Bliss=-1.23, Synergy_Loewe=1.35, Synergy_HSA=2.35.